Dataset: Catalyst prediction with 721,799 reactions and 888 catalyst types from USPTO. Task: Predict which catalyst facilitates the given reaction. Reactant: O.Cl.[NH:3]1[CH2:8][CH2:7][C:6](=[O:9])[CH2:5][CH2:4]1.Br[CH2:11][C:12]1[CH:21]=[CH:20][C:15]([C:16]([O:18][CH3:19])=[O:17])=[CH:14][CH:13]=1.C([O-])([O-])=O.[K+].[K+]. Product: [O:9]=[C:6]1[CH2:7][CH2:8][N:3]([CH2:11][C:12]2[CH:21]=[CH:20][C:15]([C:16]([O:18][CH3:19])=[O:17])=[CH:14][CH:13]=2)[CH2:4][CH2:5]1. The catalyst class is: 47.